This data is from Catalyst prediction with 721,799 reactions and 888 catalyst types from USPTO. The task is: Predict which catalyst facilitates the given reaction. (1) Reactant: Br[C:2]1[CH:3]=[CH:4][C:5]2[C:6]([CH3:17])([CH3:16])[C:7]3[C:12]([NH:13][C:14]=2[CH:15]=1)=[CH:11][CH:10]=[CH:9][CH:8]=3.[NH:18]1[CH:22]=[CH:21][CH:20]=[N:19]1.C([O-])([O-])=O.[K+].[K+].[C@@H]1(N)CCCC[C@H]1N. Product: [CH3:16][C:6]1([CH3:17])[C:5]2[CH:4]=[CH:3][C:2]([N:18]3[CH:22]=[CH:21][CH:20]=[N:19]3)=[CH:15][C:14]=2[NH:13][C:12]2[C:7]1=[CH:8][CH:9]=[CH:10][CH:11]=2. The catalyst class is: 509. (2) Reactant: [C:1]([O:5][C:6](=[O:37])[NH:7][C:8]1[N:13]=[CH:12][C:11]([C:14]2[N:15]=[C:16]([N:31]3[CH2:36][CH2:35][O:34][CH2:33][CH2:32]3)[C:17]3[N:23]=[CH:22][C:21]([C:24]4[CH:29]=[CH:28][CH:27]=[C:26]([NH2:30])[CH:25]=4)=[CH:20][C:18]=3[N:19]=2)=[CH:10][N:9]=1)([CH3:4])([CH3:3])[CH3:2].[CH:38]1([C:41](O)=[O:42])[CH2:40][CH2:39]1.CN(C=O)C.CN(C(ON1N=NC2C=CC=NC1=2)=[N+](C)C)C.F[P-](F)(F)(F)(F)F. Product: [C:1]([O:5][C:6](=[O:37])[NH:7][C:8]1[N:9]=[CH:10][C:11]([C:14]2[N:15]=[C:16]([N:31]3[CH2:32][CH2:33][O:34][CH2:35][CH2:36]3)[C:17]3[N:23]=[CH:22][C:21]([C:24]4[CH:29]=[CH:28][CH:27]=[C:26]([NH:30][C:41]([CH:38]5[CH2:40][CH2:39]5)=[O:42])[CH:25]=4)=[CH:20][C:18]=3[N:19]=2)=[CH:12][N:13]=1)([CH3:4])([CH3:2])[CH3:3]. The catalyst class is: 6. (3) Product: [Cl:1][C:2]1[CH:23]=[C:22]([C:24]([F:27])([F:25])[F:26])[CH:21]=[CH:20][C:3]=1[CH2:4][N:5]1[C:9](/[CH:10]=[CH:11]/[C:12]([NH:36][S:33]([CH2:28][CH2:29][CH2:30][CH2:31][CH3:32])(=[O:35])=[O:34])=[O:13])=[CH:8][C:7]([O:15][CH2:16][CH:17]2[CH2:18][CH2:19]2)=[N:6]1. Reactant: [Cl:1][C:2]1[CH:23]=[C:22]([C:24]([F:27])([F:26])[F:25])[CH:21]=[CH:20][C:3]=1[CH2:4][N:5]1[C:9](/[CH:10]=[CH:11]/[C:12](O)=[O:13])=[CH:8][C:7]([O:15][CH2:16][CH:17]2[CH2:19][CH2:18]2)=[N:6]1.[CH2:28]([S:33]([NH2:36])(=[O:35])=[O:34])[CH2:29][CH2:30][CH2:31][CH3:32].N12CCCN=C1CCCCC2.Cl. The catalyst class is: 35. (4) Reactant: [NH2:1][CH2:2][CH:3]1[CH2:6][CH:5]([N:7]2[C:11]3[N:12]=[CH:13][N:14]=[C:15]([NH2:16])[C:10]=3[C:9](I)=[CH:8]2)[CH2:4]1.[C:18]12([CH2:25][O:26][C:27]3[CH:28]=[C:29](B4OC(C)(C)C(C)(C)O4)[CH:30]=[CH:31][CH:32]=3)[O:24][CH:21]([CH2:22][CH2:23]1)[CH2:20][CH2:19]2.C(=O)([O-])[O-].[Na+].[Na+].CN(C=O)C. Product: [NH2:1][CH2:2][C@@H:3]1[CH2:6][C@H:5]([N:7]2[C:11]3[N:12]=[CH:13][N:14]=[C:15]([NH2:16])[C:10]=3[C:9]([C:29]3[CH:30]=[CH:31][CH:32]=[C:27]([O:26][CH2:25][C:18]45[O:24][CH:21]([CH2:20][CH2:19]4)[CH2:22][CH2:23]5)[CH:28]=3)=[CH:8]2)[CH2:4]1. The catalyst class is: 103. (5) Reactant: [F:1][C:2]1[CH:3]=[C:4]([C@@H:9]2[CH2:14][CH2:13][N:12]([C:15]([O:17][C:18]([CH3:21])([CH3:20])[CH3:19])=[O:16])[CH2:11][C@H:10]2O)[CH:5]=[CH:6][C:7]=1[OH:8].CCN(S(F)(F)[F:29])CC. Product: [F:29][C@H:10]1[C@H:9]([C:4]2[CH:5]=[CH:6][C:7]([OH:8])=[C:2]([F:1])[CH:3]=2)[CH2:14][CH2:13][N:12]([C:15]([O:17][C:18]([CH3:21])([CH3:20])[CH3:19])=[O:16])[CH2:11]1. The catalyst class is: 2. (6) Reactant: C(=O)([O-])[O-].[K+].[K+].[Cl:7][C:8]1[CH:15]=[C:14](F)[CH:13]=[CH:12][C:9]=1[CH:10]=[O:11].[CH2:17]([O:24][C:25]1[CH:26]=[C:27]([OH:31])[CH:28]=[CH:29][CH:30]=1)[C:18]1[CH:23]=[CH:22][CH:21]=[CH:20][CH:19]=1. Product: [CH2:17]([O:24][C:25]1[CH:26]=[C:27]([CH:28]=[CH:29][CH:30]=1)[O:31][C:14]1[CH:13]=[CH:12][C:9]([CH:10]=[O:11])=[C:8]([Cl:7])[CH:15]=1)[C:18]1[CH:19]=[CH:20][CH:21]=[CH:22][CH:23]=1. The catalyst class is: 3. (7) Reactant: [NH2:1][C:2]1[CH:11]=[C:10]([CH:12]([C:24]2[CH:29]=[CH:28][CH:27]=[CH:26][CH:25]=2)[NH:13][C:14](=[O:23])[CH2:15][O:16][C:17]2[CH:22]=[CH:21][CH:20]=[CH:19][CH:18]=2)[C:9]([OH:30])=[C:8]2[C:3]=1[CH:4]=[CH:5][CH:6]=[N:7]2.Br[CH:32]([CH:34](Br)[CH3:35])[CH3:33]. Product: [OH:30][C:9]1[C:10]([CH:12]([C:24]2[CH:29]=[CH:28][CH:27]=[CH:26][CH:25]=2)[NH:13][C:14](=[O:23])[CH2:15][O:16][C:17]2[CH:22]=[CH:21][CH:20]=[CH:19][CH:18]=2)=[CH:11][C:2]([N:1]2[CH2:35][CH2:34][CH2:32][CH2:33]2)=[C:3]2[C:8]=1[N:7]=[CH:6][CH:5]=[CH:4]2. The catalyst class is: 32. (8) Product: [NH2:15][C:14]1[CH:13]=[CH:12][C:11]([N:18]2[CH2:23][CH2:22][N:21]([C:24](=[O:26])[CH3:25])[CH2:20][CH2:19]2)=[CH:10][C:9]=1[O:8][CH2:1][C:2]1[CH:7]=[CH:6][CH:5]=[CH:4][CH:3]=1. Reactant: [CH2:1]([O:8][C:9]1[CH:10]=[C:11]([N:18]2[CH2:23][CH2:22][N:21]([C:24](=[O:26])[CH3:25])[CH2:20][CH2:19]2)[CH:12]=[CH:13][C:14]=1[N+:15]([O-])=O)[C:2]1[CH:7]=[CH:6][CH:5]=[CH:4][CH:3]=1. The catalyst class is: 29. (9) Reactant: [C:1]1([C:13]2[CH:18]=[CH:17][CH:16]=[CH:15][CH:14]=2)[CH:6]=[CH:5][CH:4]=[CH:3][C:2]=1[CH:7]([OH:12])[C:8](OC)=[O:9].O.[NH3:20]. Product: [C:1]1([C:13]2[CH:18]=[CH:17][CH:16]=[CH:15][CH:14]=2)[CH:6]=[CH:5][CH:4]=[CH:3][C:2]=1[CH:7]([OH:12])[C:8]([NH2:20])=[O:9]. The catalyst class is: 5.